Dataset: Reaction yield outcomes from USPTO patents with 853,638 reactions. Task: Predict the reaction yield, written as a fraction of the theoretical maximum amount of product (1.0 means a 100% yield; for example, 0.34 means a 34% yield). (1) The reactants are C([O:4][CH2:5][C:6]1[C:7]([N:39]2[CH2:51][CH2:50][N:42]3[C:43]4[CH2:44][CH2:45][CH2:46][CH2:47][C:48]=4[CH:49]=[C:41]3[C:40]2=[O:52])=[N:8][CH:9]=[CH:10][C:11]=1[C:12]1[CH:17]=[C:16]([NH:18][C:19]2[CH:24]=[CH:23][C:22]([N:25]3[CH2:30][CH2:29][N:28]([CH:31]4[CH2:34][O:33][CH2:32]4)[CH2:27][C:26]3([CH3:36])[CH3:35])=[CH:21][N:20]=2)[C:15](=[O:37])[N:14]([CH3:38])[CH:13]=1)(=O)C.[OH-].[Li+].C(O)(C)C.C1COCC1. The catalyst is O. The product is [CH3:35][C:26]1([CH3:36])[CH2:27][N:28]([CH:31]2[CH2:34][O:33][CH2:32]2)[CH2:29][CH2:30][N:25]1[C:22]1[CH:23]=[CH:24][C:19]([NH:18][C:16]2[C:15](=[O:37])[N:14]([CH3:38])[CH:13]=[C:12]([C:11]3[CH:10]=[CH:9][N:8]=[C:7]([N:39]4[CH2:51][CH2:50][N:42]5[C:43]6[CH2:44][CH2:45][CH2:46][CH2:47][C:48]=6[CH:49]=[C:41]5[C:40]4=[O:52])[C:6]=3[CH2:5][OH:4])[CH:17]=2)=[N:20][CH:21]=1. The yield is 0.460. (2) The reactants are [CH2:1]([N:3]1[CH2:8][CH2:7][N:6]([C:9]2[CH:10]=[CH:11][C:12]([NH2:15])=[N:13][CH:14]=2)[CH2:5][CH2:4]1)[CH3:2].Br[C:17]1[C:18](=[O:25])[N:19]([CH3:24])[N:20]=[C:21]([Cl:23])[CH:22]=1.C1(P(C2C=CC=CC=2)C2C3OC4C(=CC=CC=4P(C4C=CC=CC=4)C4C=CC=CC=4)C(C)(C)C=3C=CC=2)C=CC=CC=1. The catalyst is O1CCOCC1.ClCCl.O.C1C=CC(/C=C/C(/C=C/C2C=CC=CC=2)=O)=CC=1.C1C=CC(/C=C/C(/C=C/C2C=CC=CC=2)=O)=CC=1.C1C=CC(/C=C/C(/C=C/C2C=CC=CC=2)=O)=CC=1.[Pd].[Pd]. The product is [Cl:23][C:21]1[CH:22]=[C:17]([NH:15][C:12]2[CH:11]=[CH:10][C:9]([N:6]3[CH2:5][CH2:4][N:3]([CH2:1][CH3:2])[CH2:8][CH2:7]3)=[CH:14][N:13]=2)[C:18](=[O:25])[N:19]([CH3:24])[N:20]=1. The yield is 0.440. (3) The reactants are [O:1]1[C:5]2[CH:6]=[CH:7][C:8]([O:10][C:11]3[N:33]=[CH:32][C:31]([F:34])=[CH:30][C:12]=3[C:13]([NH:15][CH2:16][C:17]3[CH:22]=[CH:21][C:20]([O:23][C@@H:24]([C:26](=O)[NH2:27])[CH3:25])=[CH:19][C:18]=3[F:29])=[O:14])=[CH:9][C:4]=2[O:3][CH2:2]1.COC1C=CC(P2(SP(C3C=CC(OC)=CC=3)(=S)S2)=[S:44])=CC=1. The catalyst is O1CCCC1. The product is [O:1]1[C:5]2[CH:6]=[CH:7][C:8]([O:10][C:11]3[N:33]=[CH:32][C:31]([F:34])=[CH:30][C:12]=3[C:13]([NH:15][CH2:16][C:17]3[CH:22]=[CH:21][C:20]([O:23][C@@H:24]([C:26](=[S:44])[NH2:27])[CH3:25])=[CH:19][C:18]=3[F:29])=[O:14])=[CH:9][C:4]=2[O:3][CH2:2]1. The yield is 0.980. (4) The reactants are [Br:1][C:2]1[N:3]=[C:4](S(C)(=O)=O)[C:5]2[N:6]([C:8](I)=[CH:9][N:10]=2)[CH:7]=1.[CH2:16]([NH2:20])[CH:17]([CH3:19])[CH3:18].C(=O)([O-])[O-].[K+].[K+].[Cl:27][C:28]1[CH:29]=[C:30](B(O)O)[CH:31]=[CH:32][C:33]=1[C:34](=[O:39])[NH:35][CH:36]1[CH2:38][CH2:37]1. The catalyst is C1COCC1.C1C=CC(P(C2C=CC=CC=2)[C-]2C=CC=C2)=CC=1.C1C=CC(P(C2C=CC=CC=2)[C-]2C=CC=C2)=CC=1.Cl[Pd]Cl.[Fe+2]. The product is [Br:1][C:2]1[N:3]=[C:4]([NH:20][CH2:16][CH:17]([CH3:19])[CH3:18])[C:5]2[N:6]([C:8]([C:30]3[CH:31]=[CH:32][C:33]([C:34]([NH:35][CH:36]4[CH2:38][CH2:37]4)=[O:39])=[C:28]([Cl:27])[CH:29]=3)=[CH:9][N:10]=2)[CH:7]=1. The yield is 0.622. (5) The reactants are [N+:1]([C:4]1[CH:9]=[CH:8][C:7]([C:10]([CH3:17])([CH3:16])[C:11]([O:13][CH2:14][CH3:15])=[O:12])=[CH:6][CH:5]=1)([O-])=O.C([O-])=O.[K+]. The catalyst is CCO.O.[Pd]. The product is [NH2:1][C:4]1[CH:5]=[CH:6][C:7]([C:10]([CH3:16])([CH3:17])[C:11]([O:13][CH2:14][CH3:15])=[O:12])=[CH:8][CH:9]=1. The yield is 0.850. (6) The reactants are [F:1][C:2]1[C:7]([C:8]2[NH:12][CH:11]=[C:10]([CH:13]=[O:14])[CH:9]=2)=[CH:6][CH:5]=[CH:4][N:3]=1.[H-].[Na+].C1OCCOCCOCCOCCOC1.[O:32]1[CH:36]=[CH:35][CH:34]=[C:33]1[S:37](Cl)(=[O:39])=[O:38]. The catalyst is O1CCCC1.C(=O)([O-])O.[Na+]. The product is [F:1][C:2]1[C:7]([C:8]2[N:12]([S:37]([C:33]3[O:32][CH:36]=[CH:35][CH:34]=3)(=[O:39])=[O:38])[CH:11]=[C:10]([CH:13]=[O:14])[CH:9]=2)=[CH:6][CH:5]=[CH:4][N:3]=1. The yield is 0.830. (7) The reactants are Cl[C:2]1[CH:7]=[C:6]([O:8][C:9]2[CH:14]=[CH:13][C:12]([O:15][CH3:16])=[CH:11][CH:10]=2)[CH:5]=[CH:4][N:3]=1.[CH3:17][C:18]1[N:19]=[C:20]([NH2:23])[S:21][CH:22]=1.P([O-])([O-])([O-])=O.[K+].[K+].[K+].O. The catalyst is C1(C)C=CC=CC=1.C1C=CC(/C=C/C(/C=C/C2C=CC=CC=2)=O)=CC=1.C1C=CC(/C=C/C(/C=C/C2C=CC=CC=2)=O)=CC=1.C1C=CC(/C=C/C(/C=C/C2C=CC=CC=2)=O)=CC=1.[Pd].[Pd].CC1(C)C2C=CC=C(P(C3C=CC=CC=3)C3C=CC=CC=3)C=2OC2C1=CC=CC=2P(C1C=CC=CC=1)C1C=CC=CC=1. The product is [CH3:16][O:15][C:12]1[CH:13]=[CH:14][C:9]([O:8][C:6]2[CH:5]=[CH:4][N:3]=[C:2]([NH:23][C:20]3[S:21][CH:22]=[C:18]([CH3:17])[N:19]=3)[CH:7]=2)=[CH:10][CH:11]=1. The yield is 0.445.